Task: Predict the reaction yield, written as a fraction of the theoretical maximum amount of product (1.0 means a 100% yield; for example, 0.34 means a 34% yield).. Dataset: Reaction yield outcomes from USPTO patents with 853,638 reactions (1) The reactants are [CH2:1]([CH:4]1[CH2:8][N:7]([CH2:9][C:10]2[CH:11]=[C:12]3[CH:18]=[CH:17][N:16]([Si](C(C)C)(C(C)C)C(C)C)[C:13]3=[N:14][CH:15]=2)[C:6](=[O:29])[CH2:5]1)[CH2:2][CH3:3].[F-].C([N+](CCCC)(CCCC)CCCC)CCC.CCOCC.O. The catalyst is C1COCC1. The product is [CH2:1]([CH:4]1[CH2:8][N:7]([CH2:9][C:10]2[CH:11]=[C:12]3[CH:18]=[CH:17][NH:16][C:13]3=[N:14][CH:15]=2)[C:6](=[O:29])[CH2:5]1)[CH2:2][CH3:3]. The yield is 0.990. (2) The reactants are Br[C:2]1[CH:3]=[N:4][N:5]([CH3:17])[C:6]=1[C:7]1[CH:8]=[C:9]([C:13]([O:15][CH3:16])=[O:14])[S:10][C:11]=1[CH3:12].C(=O)([O-])[O-].[K+].[K+].O1CCO[CH2:26][CH2:25]1. The catalyst is O.CC(C)([P](C(C)(C)C)([Pd][P](C(C)(C)C)(C(C)(C)C)C(C)(C)C)C(C)(C)C)C. The product is [CH:25]([C:2]1[CH:3]=[N:4][N:5]([CH3:17])[C:6]=1[C:7]1[CH:8]=[C:9]([C:13]([O:15][CH3:16])=[O:14])[S:10][C:11]=1[CH3:12])=[CH2:26]. The yield is 0.810. (3) The reactants are [NH2:1][C:2]1[C:7]([Cl:8])=[C:6](Cl)[N:5]=[C:4]([C:10]([OH:12])=[O:11])[C:3]=1[Cl:13].[C:14]1([OH:20])[CH:19]=[CH:18][CH:17]=[CH:16][CH:15]=1.[OH-].[Na+].[CH3:23]S(C)=O. The catalyst is O. The product is [NH2:1][C:2]1[C:7]([Cl:8])=[C:6]([O:20][C:14]2[CH:19]=[CH:18][CH:17]=[CH:16][CH:15]=2)[N:5]=[C:4]([C:10]([O:12][CH3:23])=[O:11])[C:3]=1[Cl:13]. The yield is 0.140. (4) The reactants are C(O)(C(F)(F)F)=O.C(OC([N:15]([C:23]1[C:28]([C:29]#[CH:30])=[N:27][C:26]([C:31]2[CH:36]=[CH:35][C:34]([S:37]([CH:40]([CH3:42])[CH3:41])(=[O:39])=[O:38])=[CH:33][CH:32]=2)=[CH:25][N:24]=1)C(=O)OC(C)(C)C)=O)(C)(C)C. The catalyst is C(Cl)Cl. The product is [C:29]([C:28]1[C:23]([NH2:15])=[N:24][CH:25]=[C:26]([C:31]2[CH:32]=[CH:33][C:34]([S:37]([CH:40]([CH3:41])[CH3:42])(=[O:39])=[O:38])=[CH:35][CH:36]=2)[N:27]=1)#[CH:30]. The yield is 0.930. (5) The reactants are [F-].C([N+](CCCC)(CCCC)CCCC)CCC.C(OC([N:26]1[CH2:31][CH2:30][CH:29]([N:32]2[CH:36]=[C:35]([C:37]3[CH:38]=[N:39][C:40]([C:43]4[CH:48]=[CH:47][CH:46]=[C:45]([C:49]5[N:50]=[N:51][N:52]([CH2:54][Si](C)(C)C)[CH:53]=5)[CH:44]=4)=[N:41][CH:42]=3)[CH:34]=[N:33]2)[CH2:28][CH2:27]1)=O)(C)(C)C.CO.[ClH:61].O1CCOCC1. The catalyst is C1COCC1.C([O-])(O)=O.[Na+].C(Cl)Cl. The product is [ClH:61].[CH3:54][N:52]1[CH:53]=[C:49]([C:45]2[CH:44]=[C:43]([C:40]3[N:39]=[CH:38][C:37]([C:35]4[CH:34]=[N:33][N:32]([CH:29]5[CH2:30][CH2:31][NH:26][CH2:27][CH2:28]5)[CH:36]=4)=[CH:42][N:41]=3)[CH:48]=[CH:47][CH:46]=2)[N:50]=[N:51]1. The yield is 0.330. (6) The reactants are [CH3:1][C:2]1[N:6]([C:7]2[CH:12]=[CH:11][CH:10]=[CH:9][CH:8]=2)[N:5]=[C:4]([C:13]([OH:15])=O)[CH:3]=1.CN(C)C=O.C(Cl)(=O)C(Cl)=O.[NH2:27][C:28]1[CH:49]=[CH:48][C:31]([O:32][C:33]2[CH:34]=[CH:35][C:36]3[N:37]([CH:39]=[C:40]([NH:42][C:43]([CH:45]4[CH2:47][CH2:46]4)=[O:44])[N:41]=3)[N:38]=2)=[CH:30][CH:29]=1. The catalyst is CN(C)C(=O)C.O1CCCC1. The product is [CH:45]1([C:43]([NH:42][C:40]2[N:41]=[C:36]3[CH:35]=[CH:34][C:33]([O:32][C:31]4[CH:30]=[CH:29][C:28]([NH:27][C:13]([C:4]5[CH:3]=[C:2]([CH3:1])[N:6]([C:7]6[CH:8]=[CH:9][CH:10]=[CH:11][CH:12]=6)[N:5]=5)=[O:15])=[CH:49][CH:48]=4)=[N:38][N:37]3[CH:39]=2)=[O:44])[CH2:46][CH2:47]1. The yield is 0.700. (7) The reactants are CC1C=CC(S(O[CH2:12][CH:13]2[CH2:17][C:16]3[CH:18]=[CH:19][CH:20]=[C:21](Br)[C:15]=3[O:14]2)(=O)=O)=CC=1.[CH:23]([C:26]1[CH:31]=[CH:30][CH:29]=[CH:28][C:27]=1B1OC(C)(C)C(C)(C)O1)([CH3:25])[CH3:24].C(=O)([O-])[O-].[K+].[K+].CC1C=CC(S(OCC2CC3C=CC=C(C4C=CC=CC=4C(C)C)C=3O2)(=O)=O)=CC=1.S(C1C=CC(C)=CC=1)([O-])(=O)=O.[N-:88]=[N+]=[N-].[Na+].N(CC1CC2C=CC=C(C3C=CC=CC=3C(C)C)C=2O1)=[N+]=[N-].[N-]=[N+]=[N-]. The catalyst is [Pd].CC1C=CC=CC=1[P](C1C=CC=CC=1C)([Pd](Cl)(Cl)[P](C1=C(C)C=CC=C1)(C1C=CC=CC=1C)C1C=CC=CC=1C)C1C=CC=CC=1C. The product is [CH:23]([C:26]1[CH:31]=[CH:30][CH:29]=[CH:28][C:27]=1[C:21]1[C:15]2[O:14][CH:13]([CH2:12][NH2:88])[CH2:17][C:16]=2[CH:18]=[CH:19][CH:20]=1)([CH3:25])[CH3:24]. The yield is 0.560. (8) The reactants are [CH3:1][C:2]1[CH:8]=[CH:7][CH:6]=[C:5]([CH3:9])[C:3]=1[NH2:4].Br[C:11]1[CH:12]=[CH:13][CH:14]=[C:15]2[C:20]=1[N:19]=[C:18]([CH3:21])[CH:17]=[C:16]2[CH3:22]. No catalyst specified. The product is [CH3:1][C:2]1[CH:8]=[CH:7][CH:6]=[C:5]([CH3:9])[C:3]=1[NH:4][C:11]1[CH:12]=[CH:13][CH:14]=[C:15]2[C:20]=1[N:19]=[C:18]([CH3:21])[CH:17]=[C:16]2[CH3:22]. The yield is 0.460. (9) The reactants are [C:1]([O:4][C:5]1[CH:6]=[C:7]2[C:12](=[CH:13][CH:14]=1)[N:11]=[C:10]([C:15]1[CH:20]=[CH:19][CH:18]=[C:17]([N+:21]([O-:23])=[O:22])[CH:16]=1)[N:9]=[C:8]2Cl)(=[O:3])[CH3:2].[NH2:25][C:26]1[CH:27]=[C:28]2[C:32](=[CH:33][CH:34]=1)[N:31]([C:35]([O:37][C:38]([CH3:41])([CH3:40])[CH3:39])=[O:36])[N:30]=[CH:29]2. The catalyst is CC(O)C. The product is [C:1]([O:4][C:5]1[CH:6]=[C:7]2[C:12](=[CH:13][CH:14]=1)[N:11]=[C:10]([C:15]1[CH:20]=[CH:19][CH:18]=[C:17]([N+:21]([O-:23])=[O:22])[CH:16]=1)[N:9]=[C:8]2[NH:25][C:26]1[CH:27]=[C:28]2[C:32](=[CH:33][CH:34]=1)[N:31]([C:35]([O:37][C:38]([CH3:41])([CH3:40])[CH3:39])=[O:36])[N:30]=[CH:29]2)(=[O:3])[CH3:2]. The yield is 0.840. (10) The catalyst is O1CCOCC1.O.C1C=CC(/C=C/C(/C=C/C2C=CC=CC=2)=O)=CC=1.C1C=CC(/C=C/C(/C=C/C2C=CC=CC=2)=O)=CC=1.C1C=CC(/C=C/C(/C=C/C2C=CC=CC=2)=O)=CC=1.[Pd].[Pd].CO.C(Cl)Cl. The yield is 0.220. The product is [C:12]([NH:16][C:17]1[C:26]([CH3:27])=[N:25][C:24]2[C:19]([N:18]=1)=[C:20]([C:2]1[NH:11][C:5]3[CH:6]=[N:7][NH:8][C:9](=[O:10])[C:4]=3[CH:3]=1)[CH:21]=[CH:22][CH:23]=2)([CH3:15])([CH3:14])[CH3:13]. The reactants are Br[C:2]1[NH:11][C:5]2[CH:6]=[N:7][NH:8][C:9](=[O:10])[C:4]=2[CH:3]=1.[C:12]([NH:16][C:17]1[C:26]([CH3:27])=[N:25][C:24]2[C:19](=[C:20](B3OC(C)(C)C(C)(C)O3)[CH:21]=[CH:22][CH:23]=2)[N:18]=1)([CH3:15])([CH3:14])[CH3:13].[O-]P([O-])([O-])=O.[K+].[K+].[K+].CC(C1C=C(C(C)C)C(C2C=CC=CC=2P(C2CCCCC2)C2CCCCC2)=C(C(C)C)C=1)C.